The task is: Predict the reactants needed to synthesize the given product.. This data is from Full USPTO retrosynthesis dataset with 1.9M reactions from patents (1976-2016). (1) Given the product [Br:1][C:2]1[CH:3]=[CH:4][C:5]2[N:6]([CH:10]=[C:11]([C:12]([F:15])([F:14])[F:13])[N:8]=2)[CH:7]=1, predict the reactants needed to synthesize it. The reactants are: [Br:1][C:2]1[CH:3]=[CH:4][C:5]([NH2:8])=[N:6][CH:7]=1.Br[CH2:10][C:11](=O)[C:12]([F:15])([F:14])[F:13].C(=O)([O-])[O-].[K+].[K+]. (2) Given the product [F:15][C:4]1[C:3]([CH2:2][CH:28]=[CH2:29])=[C:12]2[C:7]([CH:8]=[CH:9][C:10]([O:13][CH3:14])=[N:11]2)=[CH:6][CH:5]=1, predict the reactants needed to synthesize it. The reactants are: Br[CH2:2][C:3]1[C:4]([F:15])=[CH:5][CH:6]=[C:7]2[C:12]=1[N:11]=[C:10]([O:13][CH3:14])[CH:9]=[CH:8]2.C(=O)([O-])[O-].[K+].[K+].B1(C=C)OB([CH:28]=[CH2:29])OB(C=C)O1.C1C=CN=CC=1. (3) Given the product [Si:19]([O:18][CH:17]([C:26]1[CH:27]=[CH:28][CH:29]=[CH:30][CH:31]=1)[CH2:16][O:15][CH:12]1[CH2:13][CH2:14][CH:9]([OH:8])[CH2:10][CH:11]1[F:32])([C:22]([CH3:25])([CH3:24])[CH3:23])([CH3:21])[CH3:20], predict the reactants needed to synthesize it. The reactants are: C([O:8][CH:9]1[CH2:14][CH2:13][CH:12]([O:15][CH2:16][CH:17]([C:26]2[CH:31]=[CH:30][CH:29]=[CH:28][CH:27]=2)[O:18][Si:19]([C:22]([CH3:25])([CH3:24])[CH3:23])([CH3:21])[CH3:20])[CH:11]([F:32])[CH2:10]1)C1C=CC=CC=1.[H][H]. (4) Given the product [CH:25]1([C:30]([N:22]2[CH2:23][CH2:24][CH:19]([C:5]3[N:6]4[C:11]([C:10](=[O:12])[NH:9][C:8]([C:13]5[CH:18]=[CH:17][CH:16]=[CH:15][CH:14]=5)=[N:7]4)=[C:3]([CH2:1][CH3:2])[N:4]=3)[CH2:20][CH2:21]2)=[O:31])[CH2:29][CH2:28][CH2:27][CH2:26]1, predict the reactants needed to synthesize it. The reactants are: [CH2:1]([C:3]1[N:4]=[C:5]([CH:19]2[CH2:24][CH2:23][NH:22][CH2:21][CH2:20]2)[N:6]2[C:11]=1[C:10](=[O:12])[NH:9][C:8]([C:13]1[CH:18]=[CH:17][CH:16]=[CH:15][CH:14]=1)=[N:7]2)[CH3:2].[CH:25]1([C:30](Cl)=[O:31])[CH2:29][CH2:28][CH2:27][CH2:26]1. (5) Given the product [CH2:4]([O:11][C:12]1[CH:20]=[CH:19][C:15]([C:16]([NH:23][CH3:22])=[O:17])=[CH:14][CH:13]=1)[C:5]1[CH:10]=[CH:9][CH:8]=[CH:7][CH:6]=1, predict the reactants needed to synthesize it. The reactants are: Cl.CN.[CH2:4]([O:11][C:12]1[CH:20]=[CH:19][C:15]([C:16](O)=[O:17])=[CH:14][CH:13]=1)[C:5]1[CH:10]=[CH:9][CH:8]=[CH:7][CH:6]=1.Cl.[CH3:22][N:23](C)CCCN=C=NCC. (6) Given the product [C:1]([O:5][C:6]([NH:8][C@H:9]([C:22](=[O:57])[NH:23][CH2:24][CH2:25][CH2:26][CH2:27][C@H:28]([NH:49][C:50]([O:52][C:53]([CH3:56])([CH3:55])[CH3:54])=[O:51])[C:29](=[O:48])[NH:30][CH2:31][CH2:32][CH2:33][CH2:34][C@H:35]([NH:40][C:41]([O:43][C:44]([CH3:46])([CH3:45])[CH3:47])=[O:42])[C:36]([OH:38])=[O:37])[CH2:10][CH2:11][CH2:12][CH2:13][NH:14][C:15](=[O:21])[O:16][C:17]([CH3:18])([CH3:19])[CH3:20])=[O:7])([CH3:2])([CH3:3])[CH3:4], predict the reactants needed to synthesize it. The reactants are: [C:1]([O:5][C:6]([NH:8][C@H:9]([C:22](=[O:57])[NH:23][CH2:24][CH2:25][CH2:26][CH2:27][C@H:28]([NH:49][C:50]([O:52][C:53]([CH3:56])([CH3:55])[CH3:54])=[O:51])[C:29](=[O:48])[NH:30][CH2:31][CH2:32][CH2:33][CH2:34][C@H:35]([NH:40][C:41]([O:43][C:44]([CH3:47])([CH3:46])[CH3:45])=[O:42])[C:36]([O:38]C)=[O:37])[CH2:10][CH2:11][CH2:12][CH2:13][NH:14][C:15](=[O:21])[O:16][C:17]([CH3:20])([CH3:19])[CH3:18])=[O:7])([CH3:4])([CH3:3])[CH3:2].[OH-].[Na+]. (7) Given the product [F:1][C:2]1[CH:3]=[C:4]2[C:8](=[CH:9][CH:10]=1)[NH:7][CH2:6][CH:5]2[CH2:11][C:12]([O:14][CH2:15][CH3:16])=[O:13], predict the reactants needed to synthesize it. The reactants are: [F:1][C:2]1[CH:3]=[C:4]2[C:8](=[CH:9][CH:10]=1)[NH:7][CH:6]=[C:5]2[CH2:11][C:12]([O:14][CH2:15][CH3:16])=[O:13].CS(O)(=O)=O.[H][H]. (8) Given the product [C:1]([C:5]1[CH:6]=[C:7]([NH:16][C:17]([NH:19][C:20]2[C:29]3[C:24](=[CH:25][CH:26]=[CH:27][CH:28]=3)[C:23]([O:30][C:31]3[CH:36]=[CH:35][N:34]=[C:33]([NH:37][C:38]4[CH:43]=[C:42]([O:44][CH2:45][CH2:46][O:47][CH2:48][CH2:49][O:50][CH2:51][CH2:52][O:53][CH3:54])[CH:41]=[C:40]([O:55][CH3:56])[CH:39]=4)[N:32]=3)=[CH:22][CH:21]=2)=[O:18])[C:8]([O:14][CH3:15])=[C:9]([CH:13]=1)[C:10]([NH:60][CH:58]([CH3:59])[CH3:57])=[O:11])([CH3:4])([CH3:2])[CH3:3], predict the reactants needed to synthesize it. The reactants are: [C:1]([C:5]1[CH:6]=[C:7]([NH:16][C:17]([NH:19][C:20]2[C:29]3[C:24](=[CH:25][CH:26]=[CH:27][CH:28]=3)[C:23]([O:30][C:31]3[CH:36]=[CH:35][N:34]=[C:33]([NH:37][C:38]4[CH:43]=[C:42]([O:44][CH2:45][CH2:46][O:47][CH2:48][CH2:49][O:50][CH2:51][CH2:52][O:53][CH3:54])[CH:41]=[C:40]([O:55][CH3:56])[CH:39]=4)[N:32]=3)=[CH:22][CH:21]=2)=[O:18])[C:8]([O:14][CH3:15])=[C:9]([CH:13]=1)[C:10](O)=[O:11])([CH3:4])([CH3:3])[CH3:2].[CH3:57][CH:58]([NH2:60])[CH3:59].C(N(CC)CC)C.C(P1(=O)OP(CCC)(=O)OP(CCC)(=O)O1)CC.CCOC(C)=O. (9) The reactants are: C(NC(C)C)(C)C.C([Li])CCC.CCCCCC.[N:19]1([C:30]([O:32][C:33]([CH3:36])([CH3:35])[CH3:34])=[O:31])[CH2:24][CH2:23][CH2:22][CH:21]([C:25]([O:27][CH2:28][CH3:29])=[O:26])[CH2:20]1.[C:37](Cl)(=[O:40])[O:38][CH3:39].[Cl-].[NH4+]. Given the product [N:19]1([C:30]([O:32][C:33]([CH3:35])([CH3:34])[CH3:36])=[O:31])[CH2:24][CH2:23][CH2:22][C:21]([C:37]([O:38][CH3:39])=[O:40])([C:25]([O:27][CH2:28][CH3:29])=[O:26])[CH2:20]1, predict the reactants needed to synthesize it. (10) Given the product [Cl:74][C:71]1[CH:70]=[CH:69][C:68]([CH:61]([NH:60][C:48]([C:33]2([NH:32][C:30](=[O:31])[O:29][C:25]([CH3:27])([CH3:28])[CH3:26])[CH2:34][CH2:35][N:36]([C:39]3[C:40]4[CH:47]=[CH:46][NH:45][C:41]=4[N:42]=[CH:43][N:44]=3)[CH2:37][CH2:38]2)=[O:49])[CH2:62][NH:63][S:64]([CH3:67])(=[O:66])=[O:65])=[CH:73][CH:72]=1, predict the reactants needed to synthesize it. The reactants are: F[P-](F)(F)(F)(F)F.N1(OC(N(C)C)=[N+](C)C)C2N=CC=CC=2N=N1.[C:25]([O:29][C:30]([NH:32][C:33]1([C:48](O)=[O:49])[CH2:38][CH2:37][N:36]([C:39]2[C:40]3[CH:47]=[CH:46][NH:45][C:41]=3[N:42]=[CH:43][N:44]=2)[CH2:35][CH2:34]1)=[O:31])([CH3:28])([CH3:27])[CH3:26].C(N(C(C)C)C(C)C)C.[NH2:60][CH:61]([C:68]1[CH:73]=[CH:72][C:71]([Cl:74])=[CH:70][CH:69]=1)[CH2:62][NH:63][S:64]([CH3:67])(=[O:66])=[O:65].